This data is from Full USPTO retrosynthesis dataset with 1.9M reactions from patents (1976-2016). The task is: Predict the reactants needed to synthesize the given product. (1) Given the product [F:9][C:8]([F:11])([F:10])[C:6]1[CH:5]=[CH:4][N:3]=[C:2]([CH:20]=[O:21])[CH:7]=1, predict the reactants needed to synthesize it. The reactants are: Br[C:2]1[CH:7]=[C:6]([C:8]([F:11])([F:10])[F:9])[CH:5]=[CH:4][N:3]=1.[Li]CCCC.CN([CH:20]=[O:21])C. (2) Given the product [C:14]([CH2:13][CH2:12][C:9]1[C:10]([CH3:11])=[C:6]([C:4]([OH:5])=[O:3])[NH:7][C:8]=1[CH:18]=[C:19]1[C:27]2[C:22](=[CH:23][CH:24]=[CH:25][CH:26]=2)[NH:21][C:20]1=[O:28])([OH:16])=[O:15], predict the reactants needed to synthesize it. The reactants are: C([O:3][C:4]([C:6]1[NH:7][C:8]([CH:18]=[C:19]2[C:27]3[C:22](=[CH:23][CH:24]=[CH:25][CH:26]=3)[NH:21][C:20]2=[O:28])=[C:9]([CH2:12][CH2:13][C:14]([O:16]C)=[O:15])[C:10]=1[CH3:11])=[O:5])C.[OH-].[K+].C(O)C. (3) Given the product [F:1][C:2]1[CH:3]=[C:4]([CH:49]=[CH:50][CH:51]=1)[CH2:5][N:6]1[CH:10]=[C:9]([C:11]2[C:19]3[C:14](=[N:15][CH:16]=[C:17]([C:20]4[CH:21]=[CH:22][C:23]([N:26]5[CH2:27][CH2:28][NH:29][CH2:30][CH2:31]5)=[CH:24][N:25]=4)[CH:18]=3)[N:13]([S:39]([C:42]3[CH:48]=[CH:47][C:45]([CH3:46])=[CH:44][CH:43]=3)(=[O:41])=[O:40])[CH:12]=2)[CH:8]=[N:7]1, predict the reactants needed to synthesize it. The reactants are: [F:1][C:2]1[CH:3]=[C:4]([CH:49]=[CH:50][CH:51]=1)[CH2:5][N:6]1[CH:10]=[C:9]([C:11]2[C:19]3[C:14](=[N:15][CH:16]=[C:17]([C:20]4[N:25]=[CH:24][C:23]([N:26]5[CH2:31][CH2:30][N:29](C(OC(C)(C)C)=O)[CH2:28][CH2:27]5)=[CH:22][CH:21]=4)[CH:18]=3)[N:13]([S:39]([C:42]3[CH:48]=[CH:47][C:45]([CH3:46])=[CH:44][CH:43]=3)(=[O:41])=[O:40])[CH:12]=2)[CH:8]=[N:7]1. (4) Given the product [Br:1][C:2]1[CH:3]=[C:4]([CH:25]=[CH:26][C:27]=1[CH2:28][CH3:29])[NH:5][C:6]1[C:15]2[C:10](=[CH:11][CH:12]=[CH:13][CH:14]=2)[C:9]([CH2:16][C:17]2[CH:22]=[CH:21][N:20]=[C:19]([OH:23])[CH:18]=2)=[N:8][N:7]=1, predict the reactants needed to synthesize it. The reactants are: [Br:1][C:2]1[CH:3]=[C:4]([CH:25]=[CH:26][C:27]=1[CH2:28][CH3:29])[NH:5][C:6]1[C:15]2[C:10](=[CH:11][CH:12]=[CH:13][CH:14]=2)[C:9]([CH2:16][C:17]2[CH:22]=[CH:21][N:20]=[C:19]([O:23]C)[CH:18]=2)=[N:8][N:7]=1.BrC1C=C(C=CC=1CC)N.Cl.O1CCOCC1.C1C2C(=CC=CC=2)C=NN=1. (5) The reactants are: [Cl:1][C:2]1[CH:7]=[C:6]([Cl:8])[CH:5]=[CH:4][C:3]=1[C:9]1[N:10]=[C:11]([CH2:28][CH3:29])[C:12]([NH:17][C@H:18]2[C:26]3[C:21](=[CH:22][CH:23]=[CH:24][CH:25]=3)[CH2:20][C@H:19]2[OH:27])=[N:13][C:14]=1[CH2:15][CH3:16].[N+:30]([C:33]1[CH:41]=[CH:40][C:36]([C:37](O)=[O:38])=[CH:35][CH:34]=1)([O-:32])=[O:31].C1(P(C2C=CC=CC=2)C2C=CC=CC=2)C=CC=CC=1.CCOC(/N=N/C(OCC)=O)=O. Given the product [N+:30]([C:33]1[CH:34]=[CH:35][C:36]([C:37]([O:27][C@H:19]2[CH2:20][C:21]3[C:26](=[CH:25][CH:24]=[CH:23][CH:22]=3)[C@@H:18]2[NH:17][C:12]2[C:11]([CH2:28][CH3:29])=[N:10][C:9]([C:3]3[CH:4]=[CH:5][C:6]([Cl:8])=[CH:7][C:2]=3[Cl:1])=[C:14]([CH2:15][CH3:16])[N:13]=2)=[O:38])=[CH:40][CH:41]=1)([O-:32])=[O:31], predict the reactants needed to synthesize it. (6) Given the product [F:28][C:29]([F:34])([F:33])[C:30]([OH:32])=[O:31].[F:28][C:29]([F:34])([F:33])[C:30]([OH:32])=[O:31].[N:9]1([CH2:8][C:7]2[CH:6]=[C:5]([CH:24]=[CH:23][CH:22]=2)[C:3]([O:2][CH3:1])=[O:4])[CH2:14][CH2:13][NH:12][CH2:11][CH2:10]1, predict the reactants needed to synthesize it. The reactants are: [CH3:1][O:2][C:3]([C:5]1[CH:6]=[C:7]([CH:22]=[CH:23][CH:24]=1)[CH2:8][N:9]1[CH2:14][CH2:13][N:12](C(OC(C)(C)C)=O)[CH2:11][CH2:10]1)=[O:4].ClCCl.[F:28][C:29]([F:34])([F:33])[C:30]([OH:32])=[O:31].